Dataset: Reaction yield outcomes from USPTO patents with 853,638 reactions. Task: Predict the reaction yield, written as a fraction of the theoretical maximum amount of product (1.0 means a 100% yield; for example, 0.34 means a 34% yield). (1) The reactants are [CH3:1][O:2][C:3]1[CH:8]=[CH:7][C:6]([CH2:9][O:10][C:11]2[CH:12]=[CH:13][C:14]3[N:19]=[CH:18][C:17](=[O:20])[NH:16][C:15]=3[N:21]=2)=[CH:5][CH:4]=1.[H-].[Na+].C1C=CC(N([S:31]([C:34]([F:37])([F:36])[F:35])(=[O:33])=[O:32])[S:31]([C:34]([F:37])([F:36])[F:35])(=[O:33])=[O:32])=CC=1.O. The catalyst is CN(C=O)C. The product is [F:35][C:34]([F:37])([F:36])[S:31]([O:20][C:17]1[N:16]=[C:15]2[N:21]=[C:11]([O:10][CH2:9][C:6]3[CH:7]=[CH:8][C:3]([O:2][CH3:1])=[CH:4][CH:5]=3)[CH:12]=[CH:13][C:14]2=[N:19][CH:18]=1)(=[O:33])=[O:32]. The yield is 1.00. (2) The reactants are [CH3:1][CH:2]1[CH2:6][CH2:5][CH2:4][N:3]1[C:7]1[N:12]=[C:11]([NH:13][C:14]2[C:15]3[N:16]([CH:27]=[CH:28][N:29]=3)[N:17]=[C:18]([C:20]3[CH:25]=[CH:24][C:23]([OH:26])=[CH:22][CH:21]=3)[CH:19]=2)[CH:10]=[CH:9][CH:8]=1.C([O-])([O-])=O.[K+].[K+].CS(O[CH2:41][CH2:42][N:43]([CH2:46][CH3:47])[CH2:44][CH3:45])(=O)=O.O. The catalyst is CN(C=O)C. The product is [CH2:42]([N:43]([CH2:46][CH3:47])[CH2:44][CH2:45][O:26][C:23]1[CH:24]=[CH:25][C:20]([C:18]2[CH:19]=[C:14]([NH:13][C:11]3[CH:10]=[CH:9][CH:8]=[C:7]([N:3]4[CH2:4][CH2:5][CH2:6][CH:2]4[CH3:1])[N:12]=3)[C:15]3[N:16]([CH:27]=[CH:28][N:29]=3)[N:17]=2)=[CH:21][CH:22]=1)[CH3:41]. The yield is 0.400. (3) The reactants are [Br:1][C:2]1[C:11]2[C:6](=[CH:7][C:8]([O:12][CH3:13])=[CH:9][CH:10]=2)[CH:5]=[CH:4][C:3]=1[OH:14].C(=O)([O-])[O-].[K+].[K+].[CH2:21](Br)[C:22]1[CH:27]=[CH:26][CH:25]=[CH:24][CH:23]=1. The catalyst is CN(C=O)C. The product is [CH2:21]([O:14][C:3]1[CH:4]=[CH:5][C:6]2[C:11](=[CH:10][CH:9]=[C:8]([O:12][CH3:13])[CH:7]=2)[C:2]=1[Br:1])[C:22]1[CH:27]=[CH:26][CH:25]=[CH:24][CH:23]=1. The yield is 0.862. (4) The reactants are [C:1]1(=[C:8]([C:16]2[CH:21]=[CH:20][C:19]([OH:22])=[CH:18][CH:17]=2)[C:9]2[CH:14]=[CH:13][C:12]([OH:15])=[CH:11][CH:10]=2)[CH2:7][CH2:6][CH2:5][CH2:4][CH2:3][CH2:2]1.C([O-])([O-])=O.[K+].[K+].Br[CH2:30][C:31]#[N:32]. The catalyst is CC(C)=O. The product is [C:1]1(=[C:8]([C:9]2[CH:14]=[CH:13][C:12]([OH:15])=[CH:11][CH:10]=2)[C:16]2[CH:21]=[CH:20][C:19]([O:22][CH2:30][C:31]#[N:32])=[CH:18][CH:17]=2)[CH2:2][CH2:3][CH2:4][CH2:5][CH2:6][CH2:7]1. The yield is 0.130. (5) The reactants are [Cl:1][C:2]1[C:10]2[O:9][CH2:8][O:7][C:6]=2[CH:5]=[C:4]([CH2:11]Cl)[CH:3]=1.[C-:13]#[N:14].[Na+].O. The catalyst is CS(C)=O. The product is [Cl:1][C:2]1[C:10]2[O:9][CH2:8][O:7][C:6]=2[CH:5]=[C:4]([CH2:11][C:13]#[N:14])[CH:3]=1. The yield is 0.580. (6) The catalyst is ClCCl. The reactants are N1C=CC=CC=1.N1C(F)=NC(F)=NC=1[F:9].[NH2:16][CH2:17][CH2:18][C:19]1[N:27]=[C:26]([Cl:28])[CH:25]=[CH:24][C:20]=1[C:21](O)=[O:22]. The product is [NH2:16][CH2:17][CH2:18][C:19]1[N:27]=[C:26]([Cl:28])[CH:25]=[CH:24][C:20]=1[C:21]([F:9])=[O:22]. The yield is 0.990. (7) The reactants are [CH:1]1[C:10]2[C:5](=[CH:6][CH:7]=[CH:8][CH:9]=2)[CH:4]=[CH:3][C:2]=1[OH:11].[CH3:12][C:13](OC(C)=O)=[O:14].P(O)(C(C(F)(F)F)(F)F)(C(C(F)(F)F)(F)F)=O. No catalyst specified. The product is [C:13]([O:11][C:2]1[CH:3]=[CH:4][C:5]2[C:10](=[CH:9][CH:8]=[CH:7][CH:6]=2)[CH:1]=1)(=[O:14])[CH3:12]. The yield is 0.940.